This data is from Full USPTO retrosynthesis dataset with 1.9M reactions from patents (1976-2016). The task is: Predict the reactants needed to synthesize the given product. Given the product [C:23]([O:26][C:27](=[O:28])[NH:1][C:2]1[S:3][C:4]2[CH:10]=[C:9]([C:11]#[N:12])[CH:8]=[C:7]([C:13]3[CH:18]=[CH:17][CH:16]=[C:15]([N+:19]([O-:21])=[O:20])[CH:14]=3)[C:5]=2[N:6]=1)([CH3:25])([CH3:24])[CH3:22], predict the reactants needed to synthesize it. The reactants are: [NH2:1][C:2]1[S:3][C:4]2[CH:10]=[C:9]([C:11]#[N:12])[CH:8]=[C:7]([C:13]3[CH:18]=[CH:17][CH:16]=[C:15]([N+:19]([O-:21])=[O:20])[CH:14]=3)[C:5]=2[N:6]=1.[CH3:22][C:23]([O:26][C:27](O[C:27]([O:26][C:23]([CH3:25])([CH3:24])[CH3:22])=[O:28])=[O:28])([CH3:25])[CH3:24].